From a dataset of Forward reaction prediction with 1.9M reactions from USPTO patents (1976-2016). Predict the product of the given reaction. (1) Given the reactants C(Cl)(=O)C(Cl)=O.CS(C)=O.[Cl:11][C:12]1[CH:17]=[CH:16][C:15]([NH:18][C:19]([CH:21]2[CH2:26][CH:25]([OH:27])[CH2:24][N:23]([C:28]([O:30][C:31]([CH3:34])([CH3:33])[CH3:32])=[O:29])[CH2:22]2)=[O:20])=[CH:14][CH:13]=1.C(=O)(O)[O-].[Na+], predict the reaction product. The product is: [Cl:11][C:12]1[CH:13]=[CH:14][C:15]([NH:18][C:19]([CH:21]2[CH2:26][C:25](=[O:27])[CH2:24][N:23]([C:28]([O:30][C:31]([CH3:34])([CH3:33])[CH3:32])=[O:29])[CH2:22]2)=[O:20])=[CH:16][CH:17]=1. (2) Given the reactants [NH2:1][C:2]1[CH:7]=[CH:6][C:5]([Cl:8])=[CH:4][C:3]=1[C:9]([C:11]1[CH:16]=[CH:15][CH:14]=[CH:13][CH:12]=1)=[O:10].[O:17]1[C:21]2[CH:22]=[C:23]([S:26](Cl)(=[O:28])=[O:27])[CH:24]=[CH:25][C:20]=2[CH2:19][CH2:18]1, predict the reaction product. The product is: [C:9]([C:3]1[CH:4]=[C:5]([Cl:8])[CH:6]=[CH:7][C:2]=1[NH:1][S:26]([C:23]1[CH:24]=[CH:25][C:20]2[CH2:19][CH2:18][O:17][C:21]=2[CH:22]=1)(=[O:27])=[O:28])(=[O:10])[C:11]1[CH:12]=[CH:13][CH:14]=[CH:15][CH:16]=1.